Task: Predict the reaction yield, written as a fraction of the theoretical maximum amount of product (1.0 means a 100% yield; for example, 0.34 means a 34% yield).. Dataset: Reaction yield outcomes from USPTO patents with 853,638 reactions (1) The reactants are [CH3:1][C:2]1[O:6][C:5]([C:7]([O:9]C)=[O:8])=[CH:4][C:3]=1[C:11]1[N:15]([CH3:16])[N:14]=[CH:13][CH:12]=1.C1C(=O)N([Br:24])C(=O)C1.[OH-].[Na+]. The catalyst is O1CCCC1. The product is [Br:24][C:12]1[CH:13]=[N:14][N:15]([CH3:16])[C:11]=1[C:3]1[CH:4]=[C:5]([C:7]([OH:9])=[O:8])[O:6][C:2]=1[CH3:1]. The yield is 0.480. (2) The reactants are [N:1]1[C:10]2[C:5](=C[CH:7]=[C:8]3[CH:14]=[CH:13][CH:12]=[CH:11][C:9]3=2)[CH:4]=[CH:3][CH:2]=1.[OH-].[K+].[O-:17][Mn](=O)(=O)=O.[K+]. The catalyst is O. The product is [N:1]1[CH:2]=[CH:3][CH:4]=[C:5]2[C:7](=[O:17])[C:8]3[C:9]([C:10]=12)=[CH:11][CH:12]=[CH:13][CH:14]=3. The yield is 0.420.